This data is from Forward reaction prediction with 1.9M reactions from USPTO patents (1976-2016). The task is: Predict the product of the given reaction. Given the reactants [Cl:1][C:2]1[CH:14]=[CH:13][C:12]2[C:11]3[C:6](=[CH:7][C:8]([Cl:15])=[CH:9][CH:10]=3)[C:5](=[CH:16][C:17]([NH:19][CH2:20][CH2:21][CH2:22][CH2:23][CH2:24][C:25](O)=[O:26])=[O:18])[C:4]=2[CH:3]=1.Cl.C(N=C=NCCCN(C)C)C.O[C:41]1[C:49]2[N:48]=N[NH:46][C:45]=2[CH:44]=[CH:43][CH:42]=1.C(N(CC)CC)C.C1(N)C=CC=CC=1N, predict the reaction product. The product is: [Cl:1][C:2]1[CH:14]=[CH:13][C:12]2[C:11]3[C:6](=[CH:7][C:8]([Cl:15])=[CH:9][CH:10]=3)[C:5](=[CH:16][C:17]([NH:19][CH2:20][CH2:21][CH2:22][CH2:23][CH2:24][C:25]([NH:46][C:45]3[CH:44]=[CH:43][CH:42]=[CH:41][C:49]=3[NH2:48])=[O:26])=[O:18])[C:4]=2[CH:3]=1.